From a dataset of Peptide-MHC class I binding affinity with 185,985 pairs from IEDB/IMGT. Regression. Given a peptide amino acid sequence and an MHC pseudo amino acid sequence, predict their binding affinity value. This is MHC class I binding data. (1) The peptide sequence is AVHDFFKFR. The MHC is HLA-A33:01 with pseudo-sequence HLA-A33:01. The binding affinity (normalized) is 0.482. (2) The peptide sequence is AYSPFAFKK. The MHC is HLA-A02:01 with pseudo-sequence HLA-A02:01. The binding affinity (normalized) is 0.0847.